This data is from Full USPTO retrosynthesis dataset with 1.9M reactions from patents (1976-2016). The task is: Predict the reactants needed to synthesize the given product. Given the product [F:34][C:35]1[C:40]([F:41])=[C:39]([O:42][CH3:43])[CH:38]=[CH:37][C:36]=1[C:2]1[CH:29]=[C:28]([C:30]([F:32])([F:31])[F:33])[CH:27]=[C:4]([CH2:5][O:6][CH2:7][C:8]2([C:21]3[CH:26]=[CH:25][CH:24]=[CH:23][CH:22]=3)[CH2:13][CH2:12][NH:11][CH2:10][CH2:9]2)[CH:3]=1, predict the reactants needed to synthesize it. The reactants are: Br[C:2]1[CH:3]=[C:4]([CH:27]=[C:28]([C:30]([F:33])([F:32])[F:31])[CH:29]=1)[CH2:5][O:6][CH2:7][C:8]1([C:21]2[CH:26]=[CH:25][CH:24]=[CH:23][CH:22]=2)[CH2:13][CH2:12][N:11](C(OC(C)(C)C)=O)[CH2:10][CH2:9]1.[F:34][C:35]1[C:40]([F:41])=[C:39]([O:42][CH3:43])[CH:38]=[CH:37][C:36]=1B(O)O.